From a dataset of Forward reaction prediction with 1.9M reactions from USPTO patents (1976-2016). Predict the product of the given reaction. (1) Given the reactants [CH3:1][N:2]([CH3:6])[C:3](Cl)=[O:4].[OH:7][C:8]([C:10]([F:13])([F:12])[F:11])=[O:9].[F:14][C:15]1[CH:20]=[C:19]([F:21])[CH:18]=[CH:17][C:16]=1[CH:22]([F:43])[CH:23]1[CH2:28][CH2:27][N:26]([C:29]2[N:34]=[C:33]3[CH2:35][NH:36][CH2:37][CH2:38][C:32]3=[N:31][C:30]=2[NH:39][CH:40]([CH3:42])[CH3:41])[CH2:25][CH2:24]1.C(N(CC)CC)C, predict the reaction product. The product is: [F:14][C:15]1[CH:20]=[C:19]([F:21])[CH:18]=[CH:17][C:16]=1[CH:22]([F:43])[CH:23]1[CH2:28][CH2:27][N:26]([C:29]2[N:34]=[C:33]3[CH2:35][N:36]([C:3]([N:2]([CH3:6])[CH3:1])=[O:4])[CH2:37][CH2:38][C:32]3=[N:31][C:30]=2[NH:39][CH:40]([CH3:41])[CH3:42])[CH2:25][CH2:24]1.[C:8]([OH:9])([C:10]([F:13])([F:12])[F:11])=[O:7]. (2) Given the reactants Br[C:2]1[CH:3]=[C:4]([CH2:8][C:9]#[N:10])[CH:5]=[CH:6][CH:7]=1.[C:11]([N:21]1[CH2:26][CH2:25][NH:24][CH2:23][CH2:22]1)([O:13][CH2:14][C:15]1[CH:20]=[CH:19][CH:18]=[CH:17][CH:16]=1)=[O:12].P([O-])([O-])([O-])=O.[K+].[K+].[K+], predict the reaction product. The product is: [CH2:14]([O:13][C:11]([N:21]1[CH2:26][CH2:25][N:24]([C:2]2[CH:7]=[CH:6][CH:5]=[C:4]([CH2:8][C:9]#[N:10])[CH:3]=2)[CH2:23][CH2:22]1)=[O:12])[C:15]1[CH:20]=[CH:19][CH:18]=[CH:17][CH:16]=1.